Dataset: Reaction yield outcomes from USPTO patents with 853,638 reactions. Task: Predict the reaction yield, written as a fraction of the theoretical maximum amount of product (1.0 means a 100% yield; for example, 0.34 means a 34% yield). (1) The catalyst is C(Cl)Cl.[Al]. The product is [Br:1][CH2:38][CH2:37][O:36][CH2:35][C:32]1[CH:33]=[CH:34][C:29]([Cl:28])=[CH:30][CH:31]=1. The yield is 0.570. The reactants are [Br:1]N1C(=O)CCC1=O.C1(P(C2C=CC=CC=2)C2C=CC=CC=2)C=CC=CC=1.[Cl:28][C:29]1[CH:34]=[CH:33][C:32]([CH2:35][O:36][CH2:37][CH2:38]O)=[CH:31][CH:30]=1. (2) The reactants are Br[C:2]1[CH:3]=[CH:4][C:5]2[S:9](=[O:11])(=[O:10])[NH:8][C@H:7]([CH3:12])[C:6]=2[CH:13]=1.[F:14][C:15]1[CH:23]=[C:22]2[C:18]([C:19](B3OC(C)(C)C(C)(C)O3)=[CH:20][N:21]2[C:24]([O:26][C:27]([CH3:30])([CH3:29])[CH3:28])=[O:25])=[CH:17][CH:16]=1.[O-]P([O-])([O-])=O.[K+].[K+].[K+]. The catalyst is O1CCOCC1.O.CCOC(C)=O.C1C=CC(P(C2C=CC=CC=2)[C-]2C=CC=C2)=CC=1.C1C=CC(P(C2C=CC=CC=2)[C-]2C=CC=C2)=CC=1.Cl[Pd]Cl.[Fe+2]. The product is [F:14][C:15]1[CH:23]=[C:22]2[C:18]([C:19]([C:2]3[CH:3]=[CH:4][C:5]4[S:9](=[O:11])(=[O:10])[NH:8][C@H:7]([CH3:12])[C:6]=4[CH:13]=3)=[CH:20][N:21]2[C:24]([O:26][C:27]([CH3:30])([CH3:29])[CH3:28])=[O:25])=[CH:17][CH:16]=1. The yield is 0.840. (3) The reactants are [Br:1][C:2]1[S:3][C:4]([C:12](=[O:28])[C:13]2[CH:18]=[CH:17][C:16]([C:19]#[C:20][C:21]3[CH:26]=[CH:25][CH:24]=[CH:23][CH:22]=3)=[C:15]([NH2:27])[CH:14]=2)=[CH:5][C:6]=1[CH2:7][C:8]([O:10][CH3:11])=[O:9].[Br-].[Br-].[Br-].[In+3]. The catalyst is C1(C)C=CC=CC=1. The product is [Br:1][C:2]1[S:3][C:4]([C:12]([C:13]2[CH:14]=[C:15]3[C:16]([CH:19]=[C:20]([C:21]4[CH:22]=[CH:23][CH:24]=[CH:25][CH:26]=4)[NH:27]3)=[CH:17][CH:18]=2)=[O:28])=[CH:5][C:6]=1[CH2:7][C:8]([O:10][CH3:11])=[O:9]. The yield is 0.850. (4) The reactants are C([O:3][C:4]([C:6]1[N:7]([CH2:13][O:14][CH2:15][CH2:16][Si:17]([CH3:20])([CH3:19])[CH3:18])[CH:8]=[C:9]([C:11]#[N:12])[N:10]=1)=[O:5])C.[OH-].[K+:22]. The catalyst is C(O)C. The product is [K+:22].[C:11]([C:9]1[N:10]=[C:6]([C:4]([O-:5])=[O:3])[N:7]([CH2:13][O:14][CH2:15][CH2:16][Si:17]([CH3:18])([CH3:19])[CH3:20])[CH:8]=1)#[N:12]. The yield is 1.00. (5) The reactants are [Br:1][C:2]1[CH:14]=[CH:13][C:12]2[C:11]3[C:6](=[CH:7][C:8]([Br:15])=[CH:9][CH:10]=3)[CH2:5][C:4]=2[CH:3]=1.[CH2:16]([CH:18]([CH2:21][CH2:22][CH2:23][CH3:24])[CH2:19]Br)[CH3:17].[OH-].[Na+]. The catalyst is C1(C)C=CC=CC=1. The product is [Br:1][C:2]1[CH:14]=[CH:13][C:12]2[C:11]3[C:6](=[CH:7][C:8]([Br:15])=[CH:9][CH:10]=3)[C:5]([CH2:5][CH:4]([CH2:12][CH3:11])[CH2:3][CH2:2][CH2:14][CH3:13])([CH2:19][CH:18]([CH2:16][CH3:17])[CH2:21][CH2:22][CH2:23][CH3:24])[C:4]=2[CH:3]=1. The yield is 0.620. (6) The reactants are [F:1][C:2]1[CH:11]=[C:10]2[C:5]([NH:6][C:7](=O)[C:8](=[O:21])[N:9]2[CH2:12][C:13]2[CH:18]=[CH:17][C:16]([O:19][CH3:20])=[CH:15][CH:14]=2)=[CH:4][C:3]=1[C:23]([O:25][CH3:26])=[O:24].O=P(Cl)(Cl)[Cl:29]. No catalyst specified. The product is [Cl:29][C:7]1[C:8](=[O:21])[N:9]([CH2:12][C:13]2[CH:18]=[CH:17][C:16]([O:19][CH3:20])=[CH:15][CH:14]=2)[C:10]2[C:5]([N:6]=1)=[CH:4][C:3]([C:23]([O:25][CH3:26])=[O:24])=[C:2]([F:1])[CH:11]=2. The yield is 0.680.